This data is from Experimentally validated miRNA-target interactions with 360,000+ pairs, plus equal number of negative samples. The task is: Binary Classification. Given a miRNA mature sequence and a target amino acid sequence, predict their likelihood of interaction. (1) The miRNA is hsa-miR-4512 with sequence CAGGGCCUCACUGUAUCGCCCA. The protein sequence of the target gene is MGEQPIFSTRAHVFQIDPNTKKNWVPTSKHAVTVSYFYDSTRNVYRIISLDGSKAIINSTITPNMTFTKTSQKFGQWADSRANTVYGLGFSSEHHLSKFAEKFQEFKEAARLAKEKSQEKMELTSTPSQESAGGDLQSPLTPESINGTDDERTPDVTQNSEPRAEPTQNALPFSHSSAISKHWEAELATLKGNNAKLTAALLESTANVKQWKQQLAAYQEEAERLHKRVTELECVSSQANAVHTHKTELNQTIQELEETLKLKEEEIERLKQEIDNARELQEQRDSLTQKLQEVEIRNKD.... Result: 0 (no interaction). (2) The miRNA is hsa-miR-6505-3p with sequence UGACUUCUACCUCUUCCAAAG. The protein sequence of the target gene is MTSSYSSSSCPLGCTMAPGARNVSVSPIDIGCQPGAEANIAPMCLLANVAHANRVRVGSTPLGRPSLCLPPTCHTACPLPGTCHIPGNIGICGAYGENTLNGHEKETMQFLNDRLANYLEKVRQLEQENAELEATLLERSKCHESTVCPDYQSYFHTIEELQQKILCSKAENARLIVQIDNAKLAADDFRIKLESERSLRQLVEADKCGTQKLLDDATLAKADLEAQQESLKEEQLSLKSNHEQEVKILRSQLGEKLRIELDIEPTIDLNRVLGEMRAQYEAMLETNRQDVEQWFQAQSE.... Result: 0 (no interaction). (3) The miRNA is mmu-miR-1199-5p with sequence UCUGAGUCCCGGUCGCGCGG. The protein sequence of the target gene is MSAPRIWLAQALLFFLTTESIGQLLEPCGYIYPEFPVVQRGSNFTAICVLKEACLQHYYVNASYIVWKTNHAAVPREQVTVINRTTSSVTFTDVVLPSVQLTCNILSFGQIEQNVYGVTMLSGFPPDKPTNLTCIVNEGKNMLCQWDPGRETYLETNYTLKSEWATEKFPDCQSKHGTSCMVSYMPTYYVNIEVWVEAENALGKVSSESINFDPVDKVKPTPPYNLSVTNSEELSSILKLSWVSSGLGGLLDLKSDIQYRTKDASTWIQVPLEDTMSPRTSFTVQDLKPFTEYVFRIRSI.... Result: 1 (interaction). (4) The miRNA is hsa-miR-548az-5p with sequence CAAAAGUGAUUGUGGUUUUUGC. The protein sequence of the target gene is MLPPQLCWLPLLAALLPPVPAQKFSALTFLRVDQDKDRDCSLDCPSSPQKPLCASDGRTFLSRCEFQRAKCKDPQLEIAHRGNCKDVSRCVAERKYTQEQARKEFQQVFIPECNDDGTYSQVQCHSYTGYCWCVTPNGRPISGTAVAHKTPRCPGSINEKVPQREGAGKADDAAAPALETQPQGDEEDIASRYPTLWTEQVKSRQNKTNKNSASSCDQEHQSALEEAKQPKNDNVVIPECAHGGLYKPVQCHPSTGYCWCVLVDTGRPIPGTSTRYEQPKCDNTARAHPAKARDLYKNRP.... Result: 0 (no interaction). (5) The miRNA is mmu-miR-290b-5p with sequence GCUUAAAACUAGGCGGCACUUU. The protein sequence of the target gene is MRSARSTALNRGEQRAVRYYSHMKLNMAEEEDYMSDSFINVQEDIRPGLPMLRQIREARRKEEKQQEANLKNRQKSLKEEEQERRDIGLKNALGCENKGFALLQKMGYKSGQALGKSGGGIVEPIPLNIKTGKSGIGHEASLKRKAEEKLESYRKKIHMKNQAEEKAAEQFRMRLKNKQDEMKLEGDLRRSQRACQQLDVQKNIQVPREAWYWLRLEEETEEDEEEKEQDEDEYKSEDLSVLEKLQILTSYLREEHLYCIWCGTAYEDKEDLSSNCPGPTSADHD. Result: 0 (no interaction).